Dataset: Catalyst prediction with 721,799 reactions and 888 catalyst types from USPTO. Task: Predict which catalyst facilitates the given reaction. (1) Reactant: [C:1]12[C:7](=[CH:8][CH:9]=[CH:10][CH:11]=1)[NH:6]C(=O)[O:4][C:2]2=O.[C:13]([O:17][C:18](=[O:21])[CH2:19][NH2:20])([CH3:16])([CH3:15])[CH3:14].C(N(CC)CC)C. Product: [C:13]([O:17][C:18](=[O:21])[CH2:19][NH:20][C:2](=[O:4])[C:1]1[CH:11]=[CH:10][CH:9]=[CH:8][C:7]=1[NH2:6])([CH3:16])([CH3:15])[CH3:14]. The catalyst class is: 18. (2) Reactant: Br[C:2]1[CH:3]=[C:4]([CH2:16][N:17]([CH3:25])[C:18](=[O:24])[O:19][C:20]([CH3:23])([CH3:22])[CH3:21])[S:5][C:6]=1[S:7]([C:10]1[CH:15]=[CH:14][CH:13]=[CH:12][CH:11]=1)(=[O:9])=[O:8].[Cl:26][C:27]1[C:32](B(O)O)=[CH:31][CH:30]=[CH:29][N:28]=1.C(=O)([O-])[O-].[Na+].[Na+].COCCOC. Product: [Cl:26][C:27]1[C:32]([C:2]2[CH:3]=[C:4]([CH2:16][N:17]([CH3:25])[C:18](=[O:24])[O:19][C:20]([CH3:23])([CH3:22])[CH3:21])[S:5][C:6]=2[S:7]([C:10]2[CH:15]=[CH:14][CH:13]=[CH:12][CH:11]=2)(=[O:9])=[O:8])=[CH:31][CH:30]=[CH:29][N:28]=1. The catalyst class is: 103.